This data is from Catalyst prediction with 721,799 reactions and 888 catalyst types from USPTO. The task is: Predict which catalyst facilitates the given reaction. (1) Reactant: [O:1]([CH2:8][C:9]1[CH:14]=[CH:13][C:12]([CH2:15][C:16](O)=[O:17])=[CH:11][CH:10]=1)[C:2]1[CH:7]=[CH:6][CH:5]=[CH:4][CH:3]=1.[H-].[H-].[H-].[H-].[Li+].[Al+3]. Product: [O:1]([CH2:8][C:9]1[CH:10]=[CH:11][C:12]([CH2:15][CH2:16][OH:17])=[CH:13][CH:14]=1)[C:2]1[CH:7]=[CH:6][CH:5]=[CH:4][CH:3]=1. The catalyst class is: 1. (2) Reactant: [C:1]([O:5][C:6]([N:8]1[CH2:13][CH2:12][C:11]2[N:14]([CH3:25])[C:15]([C:17]3[C:22](I)=[CH:21][N:20]=[C:19]([NH2:24])[N:18]=3)=[CH:16][C:10]=2[C:9]1=[O:26])=[O:7])([CH3:4])([CH3:3])[CH3:2].[C:27]([Si:29]([CH3:32])([CH3:31])[CH3:30])#[CH:28]. Product: [C:1]([O:5][C:6]([N:8]1[CH2:13][CH2:12][C:11]2[N:14]([CH3:25])[C:15]([C:17]3[C:22]([C:28]#[C:27][Si:29]([CH3:32])([CH3:31])[CH3:30])=[CH:21][N:20]=[C:19]([NH2:24])[N:18]=3)=[CH:16][C:10]=2[C:9]1=[O:26])=[O:7])([CH3:4])([CH3:3])[CH3:2]. The catalyst class is: 654. (3) Reactant: [C:1](/[C:3](=[C:9]1\[CH2:10][C:11]([CH3:15])([CH3:14])[CH2:12][CH2:13]\1)/C(OCC)=O)#[N:2].[C-:16]#[N:17].[Na+]. Product: [C:1]([CH2:3][C:9]1([C:16]#[N:17])[CH2:13][CH2:12][C:11]([CH3:14])([CH3:15])[CH2:10]1)#[N:2]. The catalyst class is: 14. (4) Reactant: [NH2:1][C:2]1[CH:7]=[CH:6][C:5]([OH:8])=[CH:4][CH:3]=1.C(=O)([O-])[O-].[Cs+].[Cs+].Cl[C:16]1[C:21]([C:22]2[CH:23]=[N:24][N:25]([C:27]([C:40]3[CH:45]=[CH:44][CH:43]=[CH:42][CH:41]=3)([C:34]3[CH:39]=[CH:38][CH:37]=[CH:36][CH:35]=3)[C:28]3[CH:33]=[CH:32][CH:31]=[CH:30][CH:29]=3)[CH:26]=2)=[CH:20][CH:19]=[CH:18][N:17]=1. Product: [C:27]([N:25]1[CH:26]=[C:22]([C:21]2[C:16]([O:8][C:5]3[CH:6]=[CH:7][C:2]([NH2:1])=[CH:3][CH:4]=3)=[N:17][CH:18]=[CH:19][CH:20]=2)[CH:23]=[N:24]1)([C:40]1[CH:45]=[CH:44][CH:43]=[CH:42][CH:41]=1)([C:34]1[CH:35]=[CH:36][CH:37]=[CH:38][CH:39]=1)[C:28]1[CH:33]=[CH:32][CH:31]=[CH:30][CH:29]=1. The catalyst class is: 60. (5) Reactant: [NH:1]([CH2:6][C:7]([OH:9])=[O:8])[CH2:2][C:3]([OH:5])=[O:4].[O:10]1COCO[CH2:11]1. Product: [OH:10][CH2:11][N:1]([CH2:6][C:7]([OH:9])=[O:8])[CH2:2][C:3]([OH:5])=[O:4]. The catalyst class is: 15.